Dataset: Catalyst prediction with 721,799 reactions and 888 catalyst types from USPTO. Task: Predict which catalyst facilitates the given reaction. Reactant: C([O:3][C:4]([C:6]1[S:7][CH:8]=[C:9]([CH:11]([CH3:13])[CH3:12])[N:10]=1)=O)C.CC(C[AlH]CC(C)C)C.O. Product: [CH:11]([C:9]1[N:10]=[C:6]([CH:4]=[O:3])[S:7][CH:8]=1)([CH3:13])[CH3:12]. The catalyst class is: 2.